This data is from Reaction yield outcomes from USPTO patents with 853,638 reactions. The task is: Predict the reaction yield, written as a fraction of the theoretical maximum amount of product (1.0 means a 100% yield; for example, 0.34 means a 34% yield). The reactants are [NH2:1][C:2]1[CH:21]=[CH:20][C:5]([O:6][CH:7]2[CH2:12][CH2:11][N:10]([C:13]([O:15][C:16]([CH3:19])([CH3:18])[CH3:17])=[O:14])[CH2:9][CH2:8]2)=[CH:4][C:3]=1[F:22].C(N(CC)CC)C.[Cl:30][CH2:31][C:32](Cl)=[O:33]. The catalyst is ClCCl. The product is [Cl:30][CH2:31][C:32]([NH:1][C:2]1[CH:21]=[CH:20][C:5]([O:6][CH:7]2[CH2:8][CH2:9][N:10]([C:13]([O:15][C:16]([CH3:19])([CH3:17])[CH3:18])=[O:14])[CH2:11][CH2:12]2)=[CH:4][C:3]=1[F:22])=[O:33]. The yield is 0.640.